From a dataset of Retrosynthesis with 50K atom-mapped reactions and 10 reaction types from USPTO. Predict the reactants needed to synthesize the given product. (1) Given the product CC(C)(C)[Si](OCC#CCCO)(c1ccccc1)c1ccccc1, predict the reactants needed to synthesize it. The reactants are: CC(C)(C)[Si](OCC#CCCOC1CCCCO1)(c1ccccc1)c1ccccc1. (2) Given the product CCOC1=C2C=c3c(cnn3CC(C)N)=C2CC=C1, predict the reactants needed to synthesize it. The reactants are: CCOC1=C2C=c3c(cnn3CC(C)N=[N+]=[N-])=C2CC=C1.